From a dataset of Forward reaction prediction with 1.9M reactions from USPTO patents (1976-2016). Predict the product of the given reaction. (1) Given the reactants [CH3:1][C:2]1[CH:7]=[CH:6][CH:5]=[CH:4][C:3]=1[C:8]1[CH:13]=[CH:12][N:11]=[C:10]([C:14](=[N:16][OH:17])[NH2:15])[CH:9]=1.[C:18](N1C=CN=C1)(N1C=CN=C1)=[O:19].N12CCCN=C1CCCCC2.Cl, predict the reaction product. The product is: [CH3:1][C:2]1[CH:7]=[CH:6][CH:5]=[CH:4][C:3]=1[C:8]1[CH:13]=[CH:12][N:11]=[C:10]([C:14]2[NH:16][O:17][C:18](=[O:19])[N:15]=2)[CH:9]=1. (2) Given the reactants [C:1]1(=[O:7])[CH2:5][CH2:4][C:3](=[O:6])[CH2:2]1.CC(O)=O.[CH:12]1[C:17]([CH2:18]O)=[CH:16][CH:15]=[C:14]([OH:20])[CH:13]=1, predict the reaction product. The product is: [OH:20][C:14]1[CH:15]=[CH:16][C:17]([CH2:18][CH:2]2[C:3](=[O:6])[CH2:4][CH2:5][C:1]2=[O:7])=[CH:12][CH:13]=1. (3) Given the reactants [NH2:1][C:2]1[CH:7]=[CH:6][C:5]([C@H:8]([CH3:12])[C:9]([OH:11])=[O:10])=[CH:4][CH:3]=1.[C:13](=[O:16])([O-])[O-:14].[Na+].[Na+], predict the reaction product. The product is: [C:5]([O:14][C:13]([NH:1][C:2]1[CH:3]=[CH:4][C:5]([C@H:8]([CH3:12])[C:9]([OH:11])=[O:10])=[CH:6][CH:7]=1)=[O:16])([CH3:8])([CH3:6])[CH3:4]. (4) Given the reactants P(Cl)(Cl)(Cl)=O.[Cl:6][C:7]1[C:8]([N:13]2[CH:17]=[CH:16][CH:15]=[CH:14]2)=[N:9][CH:10]=[CH:11][CH:12]=1.[OH-].[Na+].CN(C)[CH:22]=[O:23], predict the reaction product. The product is: [Cl:6][C:7]1[C:8]([N:13]2[CH:17]=[CH:16][CH:15]=[C:14]2[CH:22]=[O:23])=[N:9][CH:10]=[CH:11][CH:12]=1. (5) Given the reactants [C:1]([C:5]1[CH:10]=[CH:9][CH:8]=[CH:7][C:6]=1[N:11]1[CH2:16][CH2:15][N:14]([C:17](=[O:21])[C:18]([OH:20])=O)[CH2:13][CH2:12]1)([CH3:4])([CH3:3])[CH3:2].Cl.[S:23]1[CH2:28][CH2:27][CH:26]([NH2:29])[CH2:25][CH2:24]1.C(N(CC)CC)C.CCN=C=NCCCN(C)C.C1C=CC2N(O)N=NC=2C=1.C([O-])(O)=O.[Na+], predict the reaction product. The product is: [C:1]([C:5]1[CH:10]=[CH:9][CH:8]=[CH:7][C:6]=1[N:11]1[CH2:12][CH2:13][N:14]([C:17](=[O:21])[C:18]([NH:29][CH:26]2[CH2:27][CH2:28][S:23][CH2:24][CH2:25]2)=[O:20])[CH2:15][CH2:16]1)([CH3:2])([CH3:4])[CH3:3]. (6) Given the reactants [CH:1]1([NH2:5])[CH2:4][CH2:3][CH2:2]1.CCN(C(C)C)C(C)C.[C:15]([C:19]1[N:23]([CH2:24][CH:25]2[CH2:30][CH2:29][O:28][CH2:27][CH2:26]2)[C:22]2[CH:31]=[CH:32][C:33]([S:35]([N:38]3[CH:42]=[C:41]([C:43](O)=[O:44])[CH:40]=[N:39]3)(=[O:37])=[O:36])=[CH:34][C:21]=2[N:20]=1)([CH3:18])([CH3:17])[CH3:16].CN(C(ON1N=NC2C=CC=NC1=2)=[N+](C)C)C.F[P-](F)(F)(F)(F)F, predict the reaction product. The product is: [C:15]([C:19]1[N:23]([CH2:24][CH:25]2[CH2:30][CH2:29][O:28][CH2:27][CH2:26]2)[C:22]2[CH:31]=[CH:32][C:33]([S:35]([N:38]3[CH:42]=[C:41]([C:43]([NH:5][CH:1]4[CH2:4][CH2:3][CH2:2]4)=[O:44])[CH:40]=[N:39]3)(=[O:37])=[O:36])=[CH:34][C:21]=2[N:20]=1)([CH3:18])([CH3:16])[CH3:17]. (7) Given the reactants [CH3:1][O:2][CH2:3][CH2:4][NH:5][CH2:6][CH2:7][O:8][CH3:9].C(N(CC)CC)C.[Br:17][CH2:18][C:19](Br)=[O:20], predict the reaction product. The product is: [Br:17][CH2:18][C:19]([N:5]([CH2:6][CH2:7][O:8][CH3:9])[CH2:4][CH2:3][O:2][CH3:1])=[O:20].